Dataset: Forward reaction prediction with 1.9M reactions from USPTO patents (1976-2016). Task: Predict the product of the given reaction. (1) The product is: [Br:13][C:6]1[N:2]([CH3:1])[C:3]([N:7]2[CH2:12][CH2:11][O:10][CH2:9][CH2:8]2)=[N:4][CH:5]=1. Given the reactants [CH3:1][N:2]1[CH:6]=[CH:5][N:4]=[C:3]1[N:7]1[CH2:12][CH2:11][O:10][CH2:9][CH2:8]1.[Br:13]Br, predict the reaction product. (2) Given the reactants [OH:1][C:2]([C:8]1[CH:9]=[C:10]([CH2:14][CH2:15][CH2:16][N:17]2C(=O)C3C(=CC=CC=3)C2=O)[CH:11]=[CH:12][CH:13]=1)([CH2:4][CH2:5][CH2:6][CH3:7])[CH3:3].N.CO, predict the reaction product. The product is: [NH2:17][CH2:16][CH2:15][CH2:14][C:10]1[CH:9]=[C:8]([C:2]([OH:1])([CH2:4][CH2:5][CH2:6][CH3:7])[CH3:3])[CH:13]=[CH:12][CH:11]=1. (3) Given the reactants Br[CH2:2][C:3]([C:5]1[CH:10]=[CH:9][CH:8]=[C:7]([Cl:11])[CH:6]=1)=[O:4].C1N2CN3CN(C2)C[N:13]1C3.Cl, predict the reaction product. The product is: [ClH:11].[NH2:13][CH2:2][C:3]([C:5]1[CH:10]=[CH:9][CH:8]=[C:7]([Cl:11])[CH:6]=1)=[O:4]. (4) Given the reactants [H-].[Na+].[Cl:3][C:4]1[CH:5]=[N:6][CH:7]=[C:8]([Cl:11])[C:9]=1[CH3:10].Cl[C:13]1[C:22]2[C:17](=[C:18]([O:25][CH:26]3[CH2:30][CH2:29][CH2:28][CH2:27]3)[C:19]([O:23][CH3:24])=[CH:20][CH:21]=2)[CH:16]=[N:15][N:14]=1, predict the reaction product. The product is: [Cl:3][C:4]1[CH:5]=[N:6][CH:7]=[C:8]([Cl:11])[C:9]=1[CH2:10][C:13]1[C:22]2[C:17](=[C:18]([O:25][CH:26]3[CH2:27][CH2:28][CH2:29][CH2:30]3)[C:19]([O:23][CH3:24])=[CH:20][CH:21]=2)[CH:16]=[N:15][N:14]=1. (5) Given the reactants [CH2:1]([CH:8]1[CH:11]([CH2:12][CH2:13][CH2:14][CH2:15][CH2:16][OH:17])[O:10][C:9]1=[O:18])[C:2]1[CH:7]=[CH:6][CH:5]=[CH:4][CH:3]=1.[C:19]([C:22]1[CH:27]=[CH:26][C:25]([N:28]=[C:29]=[O:30])=[CH:24][CH:23]=1)(=[O:21])[CH3:20].C(N(C(C)C)CC)(C)C, predict the reaction product. The product is: [CH2:1]([C@@H:8]1[C:9](=[O:18])[O:10][C@H:11]1[CH2:12][CH2:13][CH2:14][CH2:15][CH2:16][O:17][C:29](=[O:30])[NH:28][C:25]1[CH:24]=[CH:23][C:22]([C:19](=[O:21])[CH3:20])=[CH:27][CH:26]=1)[C:2]1[CH:3]=[CH:4][CH:5]=[CH:6][CH:7]=1. (6) The product is: [C:12]([O:16][C:17]([N:19]1[CH2:23][CH2:22][CH:21]([O:24][C:4]2[CH:3]=[C:2]([Cl:1])[CH:7]=[CH:6][C:5]=2[CH2:23][CH2:22][CH:21]=[O:24])[CH2:20]1)=[O:18])([CH3:15])([CH3:13])[CH3:14]. Given the reactants [Cl:1][C:2]1[CH:7]=[CH:6][C:5]([N+]([O-])=O)=[C:4](F)[CH:3]=1.[C:12]([O:16][C:17]([N:19]1[CH2:23][CH2:22][CH:21]([OH:24])[CH2:20]1)=[O:18])([CH3:15])([CH3:14])[CH3:13].[H-].[Na+], predict the reaction product. (7) The product is: [CH2:23]([C@H:8]1[CH2:9][C:10]2[C@H:15]([CH2:14][CH2:13][C:12](=[O:19])[CH:11]=2)[C@@H:16]2[C@@H:7]1[C@H:6]1[C@@:2]([CH2:18][CH2:17]2)([CH3:1])[C:3](=[O:20])[CH2:4][CH2:5]1)[CH3:24]. Given the reactants [CH3:1][C@:2]12[CH2:18][CH2:17][C@H:16]3[C@@H:7]([CH:8]=[CH:9][C:10]4[C@@H:15]3[CH2:14][CH2:13][C:12](=[O:19])[CH:11]=4)[C@@H:6]1[CH2:5][CH2:4][C:3]2=[O:20].[NH4+].[Cl-].[CH3:23][CH2:24]OC(C)=O.CCCCCC, predict the reaction product. (8) Given the reactants C(OC([N:8]1[C:13]2[CH:14]=[C:15]([Cl:22])[C:16]([N:18]([C:20]#[N:21])[CH3:19])=[CH:17][C:12]=2[O:11][CH:10]([C:23](=[O:42])[N:24]([CH2:26][CH2:27][C:28]([C:40]#[N:41])([CH2:38][CH3:39])[CH2:29]/[C:30](/[CH:36]=[CH2:37])=[CH:31]/[CH:32]=[C:33](/[F:35])\[CH3:34])[CH3:25])[CH2:9]1)=O)(C)(C)C.FC(F)(F)C(O)=O, predict the reaction product. The product is: [C:40]([C:28]([CH2:38][CH3:39])([CH2:29]/[C:30](/[CH:36]=[CH2:37])=[CH:31]/[CH:32]=[C:33](/[F:35])\[CH3:34])[CH2:27][CH2:26][N:24]([CH3:25])[C:23]([CH:10]1[CH2:9][NH:8][C:13]2[CH:14]=[C:15]([Cl:22])[C:16]([N:18]([C:20]#[N:21])[CH3:19])=[CH:17][C:12]=2[O:11]1)=[O:42])#[N:41].